Dataset: Catalyst prediction with 721,799 reactions and 888 catalyst types from USPTO. Task: Predict which catalyst facilitates the given reaction. Reactant: [NH2:1][C:2]1[CH:7]=[CH:6][C:5]([SH:8])=[CH:4][CH:3]=1.Cl.[CH2:10]([N:12]([CH2:16][CH3:17])[CH2:13][CH2:14]Cl)[CH3:11].C(=O)([O-])[O-].[Cs+].[Cs+]. Product: [CH2:10]([N:12]([CH2:16][CH3:17])[CH2:13][CH2:14][S:8][C:5]1[CH:6]=[CH:7][C:2]([NH2:1])=[CH:3][CH:4]=1)[CH3:11]. The catalyst class is: 3.